Predict which catalyst facilitates the given reaction. From a dataset of Catalyst prediction with 721,799 reactions and 888 catalyst types from USPTO. (1) Reactant: [C:1]1([N:7]2[CH:11]=[C:10]([C:12](=[O:31])[NH:13][CH2:14][CH2:15][NH:16][C:17](=[O:30])[C:18]3[CH:23]=[CH:22][C:21]([O:24][CH2:25][C:26]([F:29])([F:28])[F:27])=[N:20][CH:19]=3)[C:9]([NH:32]C(=O)OC(C)(C)C)=[N:8]2)[CH:6]=[CH:5][CH:4]=[CH:3][CH:2]=1.C(O)(C(F)(F)F)=O. Product: [NH2:32][C:9]1[C:10]([C:12]([NH:13][CH2:14][CH2:15][NH:16][C:17](=[O:30])[C:18]2[CH:23]=[CH:22][C:21]([O:24][CH2:25][C:26]([F:29])([F:27])[F:28])=[N:20][CH:19]=2)=[O:31])=[CH:11][N:7]([C:1]2[CH:6]=[CH:5][CH:4]=[CH:3][CH:2]=2)[N:8]=1. The catalyst class is: 2. (2) The catalyst class is: 10. Reactant: [Cl:1][C:2]1[NH:3][C:4]2[CH:10]=[CH:9][CH:8]=[CH:7][C:5]=2[N:6]=1.C[Si](OS(C(F)(F)F)(=O)=O)(C)C.C(O[CH:27]1[O:39][C@H:38]([CH2:40][O:41][C:42](=[O:44])[CH3:43])[C@@H:33]([O:34][C:35](=[O:37])[CH3:36])[C@H:28]1[O:29][C:30](=[O:32])[CH3:31])(=O)C.C(=O)([O-])O.[Na+]. Product: [Cl:1][C:2]1[N:6]([C@@H:27]2[O:39][C@H:38]([CH2:40][O:41][C:42](=[O:44])[CH3:43])[C@@H:33]([O:34][C:35](=[O:37])[CH3:36])[C@H:28]2[O:29][C:30](=[O:32])[CH3:31])[C:5]2[CH:7]=[CH:8][CH:9]=[CH:10][C:4]=2[N:3]=1. (3) Reactant: [CH3:1][O:2][C:3]1[CH:4]=[C:5]([OH:11])[CH:6]=[CH:7][C:8]=1[O:9][CH3:10].[H-].[Na+].[CH:14]1([N:17]2[C:21](=[O:22])[CH:20]=[C:19]([NH:23][C:24]3[C:31](F)=[CH:30][CH:29]=[CH:28][C:25]=3[C:26]#[N:27])[CH2:18]2)[CH2:16]C1. Product: [NH2:27][C:26]1[C:25]2[CH:28]=[CH:29][CH:30]=[C:31]([O:11][C:5]3[CH:6]=[CH:7][C:8]([O:9][CH3:10])=[C:3]([O:2][CH3:1])[CH:4]=3)[C:24]=2[N:23]=[C:19]2[CH2:18][N:17]([CH2:14][CH3:16])[C:21](=[O:22])[C:20]=12. The catalyst class is: 454. (4) Reactant: [CH2:1]([O:3][C:4](=[O:18])[NH:5][C:6](=[O:17])/[C:7](/[C:15]#[N:16])=[CH:8]\[C:9]1[CH:14]=[CH:13][CH:12]=[CH:11][CH:10]=1)C. Product: [CH3:1][O:3][C:4](=[O:18])[NH:5][C:6](=[O:17])/[C:7](/[C:15]#[N:16])=[CH:8]\[C:9]1[CH:14]=[CH:13][CH:12]=[CH:11][CH:10]=1. The catalyst class is: 5. (5) Reactant: [NH:1]([C:72]([CH3:74])=[O:73])[C@H:2]([C:18]([NH:20][C@H:21]([C:26]([N:28]1[CH2:71][CH2:70][CH2:69][C@H:29]1[C:30]([NH:32][C@H:33]([C:58]([N:60]1[CH2:68][CH2:67][CH2:66][C@H:61]1[C:62]([O:64]C)=[O:63])=[O:59])[CH2:34][CH2:35][CH2:36][NH:37][C:38](=[NH:57])[NH:39][S:40]([C:43]1[C:55]([CH3:56])=[C:54]2[C:48]([O:49][C:50]([CH2:53]2)([CH3:52])[CH3:51])=[C:46]([CH3:47])[C:44]=1[CH3:45])(=[O:42])=[O:41])=[O:31])=[O:27])[CH2:22][CH:23]([CH3:25])[CH3:24])=[O:19])[CH2:3][C:4]1[CH:9]=[CH:8][C:7]([O:10][CH2:11][C:12]2[CH:17]=[CH:16][CH:15]=[CH:14][CH:13]=2)=[CH:6][CH:5]=1.O.O.[OH-].[Li+].Cl. Product: [NH:1]([C:72]([CH3:74])=[O:73])[C@H:2]([C:18]([NH:20][C@H:21]([C:26]([N:28]1[CH2:71][CH2:70][CH2:69][C@H:29]1[C:30]([NH:32][C@H:33]([C:58]([N:60]1[CH2:68][CH2:67][CH2:66][C@H:61]1[C:62]([OH:64])=[O:63])=[O:59])[CH2:34][CH2:35][CH2:36][NH:37][C:38](=[NH:57])[NH:39][S:40]([C:43]1[C:55]([CH3:56])=[C:54]2[C:48]([O:49][C:50]([CH2:53]2)([CH3:52])[CH3:51])=[C:46]([CH3:47])[C:44]=1[CH3:45])(=[O:42])=[O:41])=[O:31])=[O:27])[CH2:22][CH:23]([CH3:24])[CH3:25])=[O:19])[CH2:3][C:4]1[CH:5]=[CH:6][C:7]([O:10][CH2:11][C:12]2[CH:13]=[CH:14][CH:15]=[CH:16][CH:17]=2)=[CH:8][CH:9]=1. The catalyst class is: 1.